This data is from NCI-60 drug combinations with 297,098 pairs across 59 cell lines. The task is: Regression. Given two drug SMILES strings and cell line genomic features, predict the synergy score measuring deviation from expected non-interaction effect. (1) Drug 1: C(CC(=O)O)C(=O)CN.Cl. Drug 2: CC1C(C(CC(O1)OC2CC(CC3=C2C(=C4C(=C3O)C(=O)C5=C(C4=O)C(=CC=C5)OC)O)(C(=O)CO)O)N)O.Cl. Cell line: NCI-H460. Synergy scores: CSS=45.6, Synergy_ZIP=-1.20, Synergy_Bliss=-4.62, Synergy_Loewe=-22.6, Synergy_HSA=-3.27. (2) Drug 1: CNC(=O)C1=CC=CC=C1SC2=CC3=C(C=C2)C(=NN3)C=CC4=CC=CC=N4. Drug 2: C1CNP(=O)(OC1)N(CCCl)CCCl. Cell line: TK-10. Synergy scores: CSS=-2.06, Synergy_ZIP=-1.16, Synergy_Bliss=-4.89, Synergy_Loewe=-5.12, Synergy_HSA=-5.09. (3) Drug 1: C1=C(C(=O)NC(=O)N1)N(CCCl)CCCl. Drug 2: CCC1(CC2CC(C3=C(CCN(C2)C1)C4=CC=CC=C4N3)(C5=C(C=C6C(=C5)C78CCN9C7C(C=CC9)(C(C(C8N6C)(C(=O)OC)O)OC(=O)C)CC)OC)C(=O)OC)O.OS(=O)(=O)O. Cell line: PC-3. Synergy scores: CSS=21.4, Synergy_ZIP=-5.50, Synergy_Bliss=-4.88, Synergy_Loewe=-19.9, Synergy_HSA=-3.37. (4) Drug 1: C1CCC(CC1)NC(=O)N(CCCl)N=O. Drug 2: C1=CC=C(C(=C1)C(C2=CC=C(C=C2)Cl)C(Cl)Cl)Cl. Cell line: MDA-MB-435. Synergy scores: CSS=5.81, Synergy_ZIP=0.389, Synergy_Bliss=6.75, Synergy_Loewe=2.39, Synergy_HSA=2.68. (5) Drug 1: CCCCCOC(=O)NC1=NC(=O)N(C=C1F)C2C(C(C(O2)C)O)O. Drug 2: CC1CCC2CC(C(=CC=CC=CC(CC(C(=O)C(C(C(=CC(C(=O)CC(OC(=O)C3CCCCN3C(=O)C(=O)C1(O2)O)C(C)CC4CCC(C(C4)OC)O)C)C)O)OC)C)C)C)OC. Cell line: HOP-92. Synergy scores: CSS=-4.07, Synergy_ZIP=2.65, Synergy_Bliss=2.38, Synergy_Loewe=-13.8, Synergy_HSA=-5.22. (6) Drug 1: C1=CC(=CC=C1CCC2=CNC3=C2C(=O)NC(=N3)N)C(=O)NC(CCC(=O)O)C(=O)O. Drug 2: CN(CCCl)CCCl.Cl. Cell line: SK-MEL-5. Synergy scores: CSS=19.7, Synergy_ZIP=3.90, Synergy_Bliss=10.5, Synergy_Loewe=7.97, Synergy_HSA=7.96. (7) Drug 1: CCCS(=O)(=O)NC1=C(C(=C(C=C1)F)C(=O)C2=CNC3=C2C=C(C=N3)C4=CC=C(C=C4)Cl)F. Drug 2: CC1CCC2CC(C(=CC=CC=CC(CC(C(=O)C(C(C(=CC(C(=O)CC(OC(=O)C3CCCCN3C(=O)C(=O)C1(O2)O)C(C)CC4CCC(C(C4)OC)OCCO)C)C)O)OC)C)C)C)OC. Cell line: SK-MEL-28. Synergy scores: CSS=51.9, Synergy_ZIP=5.46, Synergy_Bliss=5.25, Synergy_Loewe=7.77, Synergy_HSA=9.25. (8) Drug 1: CC(C)(C#N)C1=CC(=CC(=C1)CN2C=NC=N2)C(C)(C)C#N. Drug 2: CN(CC1=CN=C2C(=N1)C(=NC(=N2)N)N)C3=CC=C(C=C3)C(=O)NC(CCC(=O)O)C(=O)O. Cell line: MDA-MB-231. Synergy scores: CSS=5.86, Synergy_ZIP=-3.99, Synergy_Bliss=-3.09, Synergy_Loewe=-1.80, Synergy_HSA=-0.437. (9) Drug 1: C1C(C(OC1N2C=C(C(=O)NC2=O)F)CO)O. Drug 2: C1CC(=O)NC(=O)C1N2C(=O)C3=CC=CC=C3C2=O. Cell line: UACC62. Synergy scores: CSS=6.10, Synergy_ZIP=-3.32, Synergy_Bliss=2.08, Synergy_Loewe=-12.5, Synergy_HSA=0.0720.